Dataset: Full USPTO retrosynthesis dataset with 1.9M reactions from patents (1976-2016). Task: Predict the reactants needed to synthesize the given product. Given the product [CH3:61][O:60][C:56]1[CH:57]=[CH:58][CH:59]=[C:51]([O:50][CH3:49])[C:52]=1[C:53]([NH:46][C@H:42]1[CH2:43][CH2:44][CH2:45][C@@H:41]1[NH:40][C:37]1[CH:36]=[N:35][C:34]([C:33]([F:32])([F:47])[F:48])=[CH:39][N:38]=1)=[O:54], predict the reactants needed to synthesize it. The reactants are: N1(C2C=CC=CC=2C(N[C@H]2CCC[C@@H]2NC2C=NC(C(F)(F)F)=CN=2)=O)C=CC=N1.Cl.[F:32][C:33]([F:48])([F:47])[C:34]1[N:35]=[CH:36][C:37]([NH:40][C@H:41]2[CH2:45][CH2:44][CH2:43][C@@H:42]2[NH2:46])=[N:38][CH:39]=1.[CH3:49][O:50][C:51]1[CH:59]=[CH:58][CH:57]=[C:56]([O:60][CH3:61])[C:52]=1[C:53](O)=[O:54].